Predict which catalyst facilitates the given reaction. From a dataset of Catalyst prediction with 721,799 reactions and 888 catalyst types from USPTO. (1) Reactant: Br[C:2]([CH3:9])([CH3:8])[C:3]([O:5][CH2:6][CH3:7])=[O:4].[C:10]([O-:13])(=[S:12])[CH3:11].[K+]. Product: [CH2:6]([O:5][C:3](=[O:4])[C:2]([S:12][C:10](=[O:13])[CH3:11])([CH3:9])[CH3:8])[CH3:7]. The catalyst class is: 3. (2) Reactant: [F:1][C:2]([F:7])([F:6])[C:3]([OH:5])=[O:4].C(OC(=O)[NH:14][CH2:15][C:16]1[CH:21]=[CH:20][C:19]([Cl:22])=[CH:18][C:17]=1[CH2:23][NH:24][C:25]([C@@H:27]1[CH2:31][CH2:30][CH2:29][N:28]1[C:32]([C:34]1([OH:44])[CH2:43][CH2:42][CH2:41][C:40]2[CH:39]=[N:38][CH:37]=[CH:36][C:35]1=2)=[O:33])=[O:26])(C)(C)C. Product: [F:1][C:2]([F:7])([F:6])[C:3]([OH:5])=[O:4].[F:1][C:2]([F:7])([F:6])[C:3]([OH:5])=[O:4].[NH2:14][CH2:15][C:16]1[CH:21]=[CH:20][C:19]([Cl:22])=[CH:18][C:17]=1[CH2:23][NH:24][C:25]([C@@H:27]1[CH2:31][CH2:30][CH2:29][N:28]1[C:32]([C:34]1([OH:44])[CH2:43][CH2:42][CH2:41][C:40]2[CH:39]=[N:38][CH:37]=[CH:36][C:35]1=2)=[O:33])=[O:26]. The catalyst class is: 2.